Dataset: Peptide-MHC class II binding affinity with 134,281 pairs from IEDB. Task: Regression. Given a peptide amino acid sequence and an MHC pseudo amino acid sequence, predict their binding affinity value. This is MHC class II binding data. (1) The peptide sequence is MATRFMTDPHAMRDM. The MHC is DRB5_0101 with pseudo-sequence DRB5_0101. The binding affinity (normalized) is 0.131. (2) The binding affinity (normalized) is 0.172. The peptide sequence is GNTPIFKSGRGCGSC. The MHC is DRB1_1001 with pseudo-sequence DRB1_1001. (3) The peptide sequence is EAKYDAYVATVSEAL. The MHC is DRB1_1101 with pseudo-sequence DRB1_1101. The binding affinity (normalized) is 0.294. (4) The peptide sequence is DQYKDLCHMHTGVVV. The MHC is DRB1_0404 with pseudo-sequence DRB1_0404. The binding affinity (normalized) is 0.440. (5) The peptide sequence is RGLLRRARGGPHHRR. The MHC is HLA-DQA10401-DQB10402 with pseudo-sequence HLA-DQA10401-DQB10402. The binding affinity (normalized) is 0.0902.